Dataset: Catalyst prediction with 721,799 reactions and 888 catalyst types from USPTO. Task: Predict which catalyst facilitates the given reaction. (1) Product: [CH3:25][N:26]([CH3:31])[CH2:27][CH2:28][CH2:29][NH:30][S:12]([C:3]1[S:4][C:5]2[N:6]=[CH:7][NH:8][C:9](=[O:11])[C:10]=2[C:2]=1[CH3:1])(=[O:14])=[O:13]. The catalyst class is: 2. Reactant: [CH3:1][C:2]1[C:10]2[C:9](=[O:11])[NH:8][CH:7]=[N:6][C:5]=2[S:4][C:3]=1[S:12](Cl)(=[O:14])=[O:13].CCN(C(C)C)C(C)C.[CH3:25][N:26]([CH3:31])[CH2:27][CH2:28][CH2:29][NH2:30].Cl. (2) Reactant: [Cl:1][C:2]1[CH:3]=[C:4]([CH2:9][CH2:10][CH2:11][NH2:12])[CH:5]=[CH:6][C:7]=1[Cl:8].[CH3:13][C:14]1([CH3:24])[O:18]/[C:17](=[CH:19]\[C:20](O)=[O:21])/[C:16](=[O:23])[O:15]1.C(Cl)CCl.C1C=CC2N(O)N=NC=2C=1.CN1CCOCC1. Product: [Cl:1][C:2]1[CH:3]=[C:4]([CH2:9][CH2:10][CH2:11][NH:12][C:20](=[O:21])/[CH:19]=[C:17]2\[O:18][C:14]([CH3:13])([CH3:24])[O:15][C:16]\2=[O:23])[CH:5]=[CH:6][C:7]=1[Cl:8]. The catalyst class is: 31. (3) Reactant: [NH:1]1[C:9]2[C:4](=[CH:5][CH:6]=[CH:7][CH:8]=2)[CH:3]=[CH:2]1.[C:10](O[C:10]([C:12]([F:15])([F:14])[F:13])=[O:11])([C:12]([F:15])([F:14])[F:13])=[O:11].C(=O)(O)[O-].[Na+]. Product: [F:13][C:12]([F:15])([F:14])[C:10]([C:3]1[C:4]2[C:9](=[CH:8][CH:7]=[CH:6][CH:5]=2)[NH:1][CH:2]=1)=[O:11]. The catalyst class is: 3. (4) Reactant: [OH-].[Na+].[Cl:3][C:4]1[CH:9]=[CH:8][C:7]([OH:10])=[C:6]([O:11][CH3:12])[CH:5]=1.Cl[CH2:14][C:15]([OH:17])=[O:16].Cl. Product: [Cl:3][C:4]1[CH:9]=[CH:8][C:7]([O:10][CH2:14][C:15]([OH:17])=[O:16])=[C:6]([O:11][CH3:12])[CH:5]=1. The catalyst class is: 6. (5) Reactant: [OH:1][C@H:2]1[CH2:7][CH2:6][C@H:5]([NH:8][C:9]2[CH:10]=[C:11]([CH:16]=[CH:17][CH:18]=2)[C:12]([O:14]C)=[O:13])[CH2:4][CH2:3]1.O1CCCC1.O.[OH-].[K+]. Product: [OH:1][C@H:2]1[CH2:7][CH2:6][C@H:5]([NH:8][C:9]2[CH:10]=[C:11]([CH:16]=[CH:17][CH:18]=2)[C:12]([OH:14])=[O:13])[CH2:4][CH2:3]1. The catalyst class is: 5. (6) Reactant: [F:1][C:2]1[CH:3]=[C:4]([CH:8]=[CH:9][C:10]=1[N+:11]([O-:13])=[O:12])[C:5]([OH:7])=O.C(Cl)Cl.O=S(Cl)Cl.[CH2:21]([NH:23][CH2:24][CH3:25])[CH3:22].C(N(CC)CC)C. Product: [CH2:21]([N:23]([CH2:24][CH3:25])[C:5](=[O:7])[C:4]1[CH:8]=[CH:9][C:10]([N+:11]([O-:13])=[O:12])=[C:2]([F:1])[CH:3]=1)[CH3:22]. The catalyst class is: 795.